From a dataset of Reaction yield outcomes from USPTO patents with 853,638 reactions. Predict the reaction yield, written as a fraction of the theoretical maximum amount of product (1.0 means a 100% yield; for example, 0.34 means a 34% yield). The reactants are [CH:1]([C:4]1[CH:9]=[CH:8][C:7]([S:10]([C:13]2[CH:18]=[CH:17][CH:16]=[CH:15][CH:14]=2)(=[O:12])=[O:11])=[CH:6][C:5]=1[S:19](Cl)(=[O:21])=[O:20])([CH3:3])[CH3:2].Cl.[NH2:24][CH:25]1[CH2:30][CH2:29][N:28]([C:31]([C:33]2[CH:40]=[CH:39][C:36]([C:37]#[N:38])=[CH:35][CH:34]=2)=[O:32])[CH2:27][CH2:26]1.C(N(C(C)C)CC)(C)C. No catalyst specified. The product is [C:37]([C:36]1[CH:35]=[CH:34][C:33]([C:31]([N:28]2[CH2:27][CH2:26][CH:25]([NH:24][S:19]([C:5]3[CH:6]=[C:7]([S:10]([C:13]4[CH:18]=[CH:17][CH:16]=[CH:15][CH:14]=4)(=[O:12])=[O:11])[CH:8]=[CH:9][C:4]=3[CH:1]([CH3:3])[CH3:2])(=[O:21])=[O:20])[CH2:30][CH2:29]2)=[O:32])=[CH:40][CH:39]=1)#[N:38]. The yield is 0.770.